Task: Predict which catalyst facilitates the given reaction.. Dataset: Catalyst prediction with 721,799 reactions and 888 catalyst types from USPTO (1) Reactant: FC(F)(F)C(O)=O.[F:8][C:9]1[CH:10]=[C:11]([CH2:33][NH:34][C@@H:35]([CH3:43])[C:36]([O:38]C(C)(C)C)=[O:37])[CH:12]=[CH:13][C:14]=1[C:15]1[S:16][C:17]2[C:22]([N:23]=1)=[CH:21][CH:20]=[C:19]([C:24]1([C:27]3[CH:32]=[CH:31][CH:30]=[CH:29][CH:28]=3)[CH2:26][CH2:25]1)[N:18]=2. Product: [F:8][C:9]1[CH:10]=[C:11]([CH2:33][NH:34][C@@H:35]([CH3:43])[C:36]([OH:38])=[O:37])[CH:12]=[CH:13][C:14]=1[C:15]1[S:16][C:17]2[C:22]([N:23]=1)=[CH:21][CH:20]=[C:19]([C:24]1([C:27]3[CH:32]=[CH:31][CH:30]=[CH:29][CH:28]=3)[CH2:25][CH2:26]1)[N:18]=2. The catalyst class is: 2. (2) Reactant: [CH2:1]([O:19][CH:20]1[CH:25]([O:26][CH2:27][CH2:28][CH2:29][CH2:30][CH2:31][CH2:32][CH2:33][CH2:34][CH2:35][CH2:36][CH2:37][CH2:38][CH2:39][CH2:40][CH2:41][CH2:42][CH2:43][CH3:44])[CH:24]([O:45][CH2:46][CH2:47][CH2:48][CH2:49][CH2:50][CH2:51][CH2:52][CH2:53][CH2:54][CH2:55][CH2:56][CH2:57][CH2:58][CH2:59][CH2:60][CH2:61][CH2:62][CH3:63])[CH2:23][CH:22]([C:64](OC)=[O:65])[CH2:21]1)[CH2:2][CH2:3][CH2:4][CH2:5][CH2:6][CH2:7][CH2:8][CH2:9][CH2:10][CH2:11][CH2:12][CH2:13][CH2:14][CH2:15][CH2:16][CH2:17][CH3:18].CC(C[AlH]CC(C)C)C.Cl. Product: [CH2:1]([O:19][CH:20]1[CH:25]([O:26][CH2:27][CH2:28][CH2:29][CH2:30][CH2:31][CH2:32][CH2:33][CH2:34][CH2:35][CH2:36][CH2:37][CH2:38][CH2:39][CH2:40][CH2:41][CH2:42][CH2:43][CH3:44])[CH:24]([O:45][CH2:46][CH2:47][CH2:48][CH2:49][CH2:50][CH2:51][CH2:52][CH2:53][CH2:54][CH2:55][CH2:56][CH2:57][CH2:58][CH2:59][CH2:60][CH2:61][CH2:62][CH3:63])[CH2:23][CH:22]([CH2:64][OH:65])[CH2:21]1)[CH2:2][CH2:3][CH2:4][CH2:5][CH2:6][CH2:7][CH2:8][CH2:9][CH2:10][CH2:11][CH2:12][CH2:13][CH2:14][CH2:15][CH2:16][CH2:17][CH3:18]. The catalyst class is: 1.